From a dataset of Catalyst prediction with 721,799 reactions and 888 catalyst types from USPTO. Predict which catalyst facilitates the given reaction. (1) Reactant: [BH4-].[Na+].[Br:3][C:4]1[CH:24]=[C:7]2[N:8]=[C:9]([C:16]3[C:17]([CH3:23])=[N:18][N:19]([CH2:21]C)[CH:20]=3)[CH:10]=[C:11]([C:12]([F:15])([F:14])[F:13])[N:6]2[N:5]=1.Cl. Product: [Br:3][C:4]1[CH:24]=[C:7]2[NH:8][CH:9]([C:16]3[C:17]([CH3:23])=[N:18][N:19]([CH3:21])[CH:20]=3)[CH2:10][CH:11]([C:12]([F:13])([F:14])[F:15])[N:6]2[N:5]=1. The catalyst class is: 8. (2) Reactant: [C:1]1([C:7]2[N:12]=[C:11]([O:13][CH:14]3[CH2:31][CH:30]4[CH:16]([C:17](=[O:37])[N:18]([CH3:36])[CH2:19][CH2:20][CH2:21][CH2:22][CH:23]=[CH:24][CH:25]5[C:27]([C:33](O)=[O:34])([NH:28][C:29]4=[O:32])[CH2:26]5)[CH2:15]3)[CH:10]=[C:9]([C:38]3[CH:43]=[CH:42][CH:41]=[CH:40][CH:39]=3)[N:8]=2)[CH:6]=[CH:5][CH:4]=[CH:3][CH:2]=1.[CH:44]1([S:47]([NH2:50])(=[O:49])=[O:48])[CH2:46][CH2:45]1.CCN=C=NCCCN(C)C.C1CCN2C(=NCCC2)CC1. Product: [C:1]1([C:7]2[N:12]=[C:11]([O:13][CH:14]3[CH2:31][CH:30]4[CH:16]([C:17](=[O:37])[N:18]([CH3:36])[CH2:19][CH2:20][CH2:21][CH2:22][CH:23]=[CH:24][CH:25]5[C:27]([C:33]([NH:50][S:47]([CH:44]6[CH2:46][CH2:45]6)(=[O:49])=[O:48])=[O:34])([NH:28][C:29]4=[O:32])[CH2:26]5)[CH2:15]3)[CH:10]=[C:9]([C:38]3[CH:43]=[CH:42][CH:41]=[CH:40][CH:39]=3)[N:8]=2)[CH:6]=[CH:5][CH:4]=[CH:3][CH:2]=1. The catalyst class is: 2. (3) Reactant: [Br:1][C:2]1[C:10]2[N:9]=[N:8][N:7]([CH2:11][CH:12]3[CH2:14][CH2:13]3)[C:6]=2[CH:5]=[CH:4][C:3]=1[O:15][C:16]1[C:21]([CH2:22][OH:23])=[CH:20][CH:19]=[CH:18][N:17]=1.CCN(CC)CC.[CH3:31][S:32](Cl)(=[O:34])=[O:33]. Product: [CH3:31][S:32]([O:23][CH2:22][C:21]1[C:16]([O:15][C:3]2[CH:4]=[CH:5][C:6]3[N:7]([CH2:11][CH:12]4[CH2:13][CH2:14]4)[N:8]=[N:9][C:10]=3[C:2]=2[Br:1])=[N:17][CH:18]=[CH:19][CH:20]=1)(=[O:34])=[O:33]. The catalyst class is: 2. (4) Reactant: [Br:1][C:2]1[CH:3]=[C:4]([CH2:9][NH:10][C:11]([C@@H:13]2[CH2:17][C@@H:16]([F:18])[CH2:15][NH:14]2)=[O:12])[CH:5]=[C:6]([F:8])[CH:7]=1.C(N(CC)CC)C.[F:26][C:27]1[CH:32]=[CH:31][C:30]([S:33](Cl)(=[O:35])=[O:34])=[CH:29][CH:28]=1. Product: [Br:1][C:2]1[CH:3]=[C:4]([CH:5]=[C:6]([F:8])[CH:7]=1)[CH2:9][NH:10][C:11]([C@@H:13]1[CH2:17][C@@H:16]([F:18])[CH2:15][N:14]1[S:33]([C:30]1[CH:31]=[CH:32][C:27]([F:26])=[CH:28][CH:29]=1)(=[O:35])=[O:34])=[O:12]. The catalyst class is: 4. (5) Reactant: Cl[C:2]12[C:20](=[O:21])[C:19]3[C:14](=[CH:15][CH:16]=[CH:17][CH:18]=3)[C:3]1([OH:22])[O:4][C:5]1[C:10]2=[CH:9][CH:8]=[C:7]([CH:11]([CH3:13])[CH3:12])[CH:6]=1.[NH3:23].C(O)(C)C. Product: [NH2:23][C:2]12[C:20](=[O:21])[C:19]3[C:14](=[CH:15][CH:16]=[CH:17][CH:18]=3)[C:3]1([OH:22])[O:4][C:5]1[C:10]2=[CH:9][CH:8]=[C:7]([CH:11]([CH3:13])[CH3:12])[CH:6]=1. The catalyst class is: 7.